This data is from Full USPTO retrosynthesis dataset with 1.9M reactions from patents (1976-2016). The task is: Predict the reactants needed to synthesize the given product. The reactants are: [NH2:1][C:2]1[N:7]=[C:6]([C:8]2[O:9][CH:10]=[CH:11][CH:12]=2)[C:5]([C:13]#[N:14])=[C:4](S(C)=O)[N:3]=1.[CH3:18][O:19][C:20]1[CH:27]=[CH:26][CH:25]=[CH:24][C:21]=1[CH2:22][NH2:23]. Given the product [NH2:1][C:2]1[N:7]=[C:6]([C:8]2[O:9][CH:10]=[CH:11][CH:12]=2)[C:5]([C:13]#[N:14])=[C:4]([NH:23][CH2:22][C:21]2[CH:24]=[CH:25][CH:26]=[CH:27][C:20]=2[O:19][CH3:18])[N:3]=1, predict the reactants needed to synthesize it.